From a dataset of Forward reaction prediction with 1.9M reactions from USPTO patents (1976-2016). Predict the product of the given reaction. (1) Given the reactants [O:1]1[CH2:6][CH2:5][N:4]([C:7]([C:9]2[CH:14]=[CH:13][C:12]([O:15]C)=[C:11]([F:17])[CH:10]=2)=[O:8])[C:3]2[CH:18]=[N:19][CH:20]=[CH:21][C:2]1=2.B(Br)(Br)Br.CCCCCC.O, predict the reaction product. The product is: [O:1]1[CH2:6][CH2:5][N:4]([C:7]([C:9]2[CH:14]=[CH:13][C:12]([OH:15])=[C:11]([F:17])[CH:10]=2)=[O:8])[C:3]2[CH:18]=[N:19][CH:20]=[CH:21][C:2]1=2. (2) Given the reactants [NH:1]1[C:9]2[C:4](=[CH:5][CH:6]=[CH:7][CH:8]=2)[C:3]([CH2:10][N:11]2[CH2:16][CH2:15][CH2:14][C:13]3([CH2:21][CH2:20][N:19]([C:22]4[N:27]=[C:26]([CH3:28])[CH:25]=[C:24]([CH3:29])[N:23]=4)[CH2:18][CH2:17]3)[C:12]2=[O:30])=[CH:2]1.[H-].[Na+].[CH3:33]I.O, predict the reaction product. The product is: [CH3:29][C:24]1[CH:25]=[C:26]([CH3:28])[N:27]=[C:22]([N:19]2[CH2:18][CH2:17][C:13]3([C:12](=[O:30])[N:11]([CH2:10][C:3]4[C:4]5[C:9](=[CH:8][CH:7]=[CH:6][CH:5]=5)[N:1]([CH3:33])[CH:2]=4)[CH2:16][CH2:15][CH2:14]3)[CH2:21][CH2:20]2)[N:23]=1. (3) Given the reactants [H-].[Na+].[OH:3][CH2:4][C:5](=[O:10])[C:6]([CH3:9])([CH3:8])[CH3:7].Br[C:12]1[CH:19]=[CH:18][C:15]([C:16]#[N:17])=[CH:14][N:13]=1.CCOC(C)=O, predict the reaction product. The product is: [CH3:7][C:6]([CH3:9])([CH3:8])[C:5](=[O:10])[CH2:4][O:3][C:12]1[N:13]=[CH:14][C:15]([C:16]#[N:17])=[CH:18][CH:19]=1. (4) Given the reactants Br[CH2:2][C:3]1[N:8]=[CH:7][C:6]([C:9]#[N:10])=[CH:5][CH:4]=1.[CH3:11][C:12]([SH:15])([CH3:14])[CH3:13].C(=O)([O-])[O-].[Cs+].[Cs+].O, predict the reaction product. The product is: [C:12]([S:15][CH2:2][C:3]1[N:8]=[CH:7][C:6]([C:9]#[N:10])=[CH:5][CH:4]=1)([CH3:14])([CH3:13])[CH3:11]. (5) Given the reactants [C:1]([C:4]1[C:5]([CH:15]2[CH2:18][CH2:17][CH2:16]2)=[CH:6][C:7]([CH3:14])=[C:8]([CH:13]=1)[C:9]([O:11][CH3:12])=[O:10])(=[O:3])[CH3:2].[Li+].C[Si]([N-][Si](C)(C)C)(C)C.[C:29](Cl)(=[O:32])[CH2:30][CH3:31], predict the reaction product. The product is: [CH:15]1([C:5]2[C:4]([C:1](=[O:3])[CH2:2][C:29](=[O:32])[CH2:30][CH3:31])=[CH:13][C:8]([C:9]([O:11][CH3:12])=[O:10])=[C:7]([CH3:14])[CH:6]=2)[CH2:16][CH2:17][CH2:18]1. (6) Given the reactants Cl[C:2]1[C:11]2[C:6](=[CH:7][CH:8]=[C:9]([Cl:12])[N:10]=2)[N:5]=[CH:4][C:3]=1[C:13](=[O:15])[CH3:14].C(O)(=O)C.C(O)(=O)C.[CH3:24][N:25]([CH2:27][C@H:28]1[CH2:33][CH2:32][C@H:31]([NH2:34])[CH2:30][CH2:29]1)[CH3:26], predict the reaction product. The product is: [Cl:12][C:9]1[N:10]=[C:11]2[C:6](=[CH:7][CH:8]=1)[N:5]=[CH:4][C:3]([C:13](=[O:15])[CH3:14])=[C:2]2[NH:34][C@H:31]1[CH2:32][CH2:33][C@H:28]([CH2:27][N:25]([CH3:26])[CH3:24])[CH2:29][CH2:30]1. (7) Given the reactants [F:1][C:2]1[CH:7]=[CH:6][CH:5]=[CH:4][C:3]=1[C:8]1[N:12]([S:13]([C:16]2[CH:21]=[CH:20][CH:19]=[C:18]([OH:22])[CH:17]=2)(=[O:15])=[O:14])[CH:11]=[C:10]([CH2:23][N:24]([CH3:32])[C:25](=[O:31])[O:26][C:27]([CH3:30])([CH3:29])[CH3:28])[CH:9]=1.C(=O)([O-])[O-].[Cs+].[Cs+].Br[CH2:40][C:41]([NH:43][CH:44]1[CH2:46][CH2:45]1)=[O:42].O, predict the reaction product. The product is: [CH:44]1([NH:43][C:41](=[O:42])[CH2:40][O:22][C:18]2[CH:17]=[C:16]([S:13]([N:12]3[C:8]([C:3]4[CH:4]=[CH:5][CH:6]=[CH:7][C:2]=4[F:1])=[CH:9][C:10]([CH2:23][N:24]([CH3:32])[C:25](=[O:31])[O:26][C:27]([CH3:28])([CH3:29])[CH3:30])=[CH:11]3)(=[O:14])=[O:15])[CH:21]=[CH:20][CH:19]=2)[CH2:46][CH2:45]1. (8) Given the reactants [I-].[Na+].[N-:3]=[N+:4]=[N-:5].[Na+].[OH:7][C:8]1C=CC([C@@H](O)CN[C@H]2CC[C@H](NCCOCCC3C=CC=CC=3)CC2)=C2[C:17]=1NC(=O)C=C2.[CH2:41]([O:48][C:49]1[CH:50]=[CH:51][C:52]([C@@H](O)CBr)=[C:53]2[C:58]=1[NH:57][C:56](=[O:59])[CH:55]=[CH:54]2)[C:42]1[CH:47]=[CH:46][CH:45]=[CH:44][CH:43]=1, predict the reaction product. The product is: [N:3]([CH2:17][C@@H:8]([C:54]1[C:53]2[C:58](=[C:49]([O:48][CH2:41][C:42]3[CH:43]=[CH:44][CH:45]=[CH:46][CH:47]=3)[CH:50]=[CH:51][CH:52]=2)[NH:57][C:56](=[O:59])[CH:55]=1)[OH:7])=[N+:4]=[N-:5].